Dataset: Forward reaction prediction with 1.9M reactions from USPTO patents (1976-2016). Task: Predict the product of the given reaction. (1) The product is: [C:1]([CH:5]1[N:14]2[C:9](=[CH:10][C:11](=[O:20])[C:12]([C:15]([OH:17])=[O:16])=[CH:13]2)[C:8]2[CH:21]=[C:22]([O:31][CH3:32])[C:23]([O:25][CH2:26][C:27]#[C:28][CH2:29][OH:30])=[CH:24][C:7]=2[CH2:6]1)([CH3:4])([CH3:2])[CH3:3]. Given the reactants [C:1]([CH:5]1[N:14]2[C:9](=[CH:10][C:11](=[O:20])[C:12]([C:15]([O:17]CC)=[O:16])=[CH:13]2)[C:8]2[CH:21]=[C:22]([O:31][CH3:32])[C:23]([O:25][CH2:26][C:27]#[C:28][CH2:29][OH:30])=[CH:24][C:7]=2[CH2:6]1)([CH3:4])([CH3:3])[CH3:2].CO.O[Li].O.Cl, predict the reaction product. (2) The product is: [NH2:7][C:8]1([C:11]([N:13]2[CH2:16][CH:15]([C:17]3[CH:38]=[CH:37][C:20]4[C:21]5[N:22]=[C:23]([C:29]6[N:30]([CH:34]([CH3:36])[CH3:35])[N:31]=[CH:32][N:33]=6)[S:24][C:25]=5[CH2:26][CH2:27][O:28][C:19]=4[CH:18]=3)[CH2:14]2)=[O:12])[CH2:9][CH2:10]1. Given the reactants C(OC(=O)[NH:7][C:8]1([C:11]([N:13]2[CH2:16][CH:15]([C:17]3[CH:38]=[CH:37][C:20]4[C:21]5[N:22]=[C:23]([C:29]6[N:30]([CH:34]([CH3:36])[CH3:35])[N:31]=[CH:32][N:33]=6)[S:24][C:25]=5[CH2:26][CH2:27][O:28][C:19]=4[CH:18]=3)[CH2:14]2)=[O:12])[CH2:10][CH2:9]1)(C)(C)C.Cl.O1CCOCC1, predict the reaction product. (3) The product is: [ClH:68].[NH2:8][CH2:9][C@H:10]1[CH2:15][CH2:14][C@H:13]([C:16]([NH:18][C@H:19]([C:50]([NH:52][C:53]2[CH:58]=[CH:57][C:56]([C:59]3[NH:60][C:61]([CH2:64][CH:65]([CH3:67])[CH3:66])=[N:62][N:63]=3)=[CH:55][CH:54]=2)=[O:51])[CH2:20][C:21]2[CH:22]=[CH:23][C:24]([C:27]3[CH:32]=[CH:31][C:30]([C:33]([NH:35][CH:36]4[CH2:41][CH2:40][NH:39][CH2:38][CH2:37]4)=[O:34])=[CH:29][C:28]=3[CH3:49])=[CH:25][CH:26]=2)=[O:17])[CH2:12][CH2:11]1. Given the reactants C(OC([NH:8][CH2:9][C@H:10]1[CH2:15][CH2:14][C@H:13]([C:16]([NH:18][C@H:19]([C:50]([NH:52][C:53]2[CH:58]=[CH:57][C:56]([C:59]3[NH:60][C:61]([CH2:64][CH:65]([CH3:67])[CH3:66])=[N:62][N:63]=3)=[CH:55][CH:54]=2)=[O:51])[CH2:20][C:21]2[CH:26]=[CH:25][C:24]([C:27]3[CH:32]=[CH:31][C:30]([C:33]([NH:35][CH:36]4[CH2:41][CH2:40][N:39](C(OC(C)(C)C)=O)[CH2:38][CH2:37]4)=[O:34])=[CH:29][C:28]=3[CH3:49])=[CH:23][CH:22]=2)=[O:17])[CH2:12][CH2:11]1)=O)(C)(C)C.[ClH:68], predict the reaction product.